This data is from Reaction yield outcomes from USPTO patents with 853,638 reactions. The task is: Predict the reaction yield, written as a fraction of the theoretical maximum amount of product (1.0 means a 100% yield; for example, 0.34 means a 34% yield). (1) The reactants are [CH:1]#[C:2][CH2:3][CH2:4][CH2:5][CH2:6]CC.[C:9]1([C:15]#[CH:16])[CH:14]=[CH:13][CH:12]=[CH:11][CH:10]=1.C(#N)C1C=CC=CC=1. No catalyst specified. The product is [C:15]([C:9]1[CH:14]=[CH:13][CH:12]=[CH:11][CH:10]=1)#[C:16][CH2:1][CH2:2][CH2:3][CH2:4][CH2:5][CH3:6]. The yield is 0.800. (2) The reactants are [F:1][C:2]1[CH:7]=[CH:6][C:5]([N:8]2[C:13]3[CH:14]=[CH:15][C:16]([N:18](S(C)(=O)=O)[S:19]([CH3:22])(=[O:21])=[O:20])=[CH:17][C:12]=3[O:11][C:10]([CH3:28])([CH3:27])[C:9]2=[O:29])=[CH:4][CH:3]=1.[OH-].[Na+].Cl.CC(C)=O.O. The catalyst is CC(C)=O. The product is [F:1][C:2]1[CH:3]=[CH:4][C:5]([N:8]2[C:13]3[CH:14]=[CH:15][C:16]([NH:18][S:19]([CH3:22])(=[O:20])=[O:21])=[CH:17][C:12]=3[O:11][C:10]([CH3:27])([CH3:28])[C:9]2=[O:29])=[CH:6][CH:7]=1. The yield is 0.950. (3) The reactants are [NH2:1][C:2]1[CH:18]=[CH:17][C:5]([O:6][C:7]2[CH:12]=[CH:11][N:10]=[C:9]([NH2:13])[C:8]=2[N+:14]([O-:16])=[O:15])=[CH:4][C:3]=1[C:19]([F:22])([F:21])[F:20].[Cl:23][C:24]1[CH:29]=[CH:28][C:27]([N:30]=[C:31]=[O:32])=[CH:26][C:25]=1[C:33]([F:36])([F:35])[F:34]. No catalyst specified. The product is [NH2:13][C:9]1[C:8]([N+:14]([O-:16])=[O:15])=[C:7]([O:6][C:5]2[CH:17]=[CH:18][C:2]([NH:1][C:31]([NH:30][C:27]3[CH:28]=[CH:29][C:24]([Cl:23])=[C:25]([C:33]([F:35])([F:34])[F:36])[CH:26]=3)=[O:32])=[C:3]([C:19]([F:22])([F:20])[F:21])[CH:4]=2)[CH:12]=[CH:11][N:10]=1. The yield is 0.990. (4) The reactants are [Cl:1][C:2]1[N:7]=[CH:6][C:5]2[C:8](=[O:23])[N:9]([C@@H:11]([CH2:14][C:15]3[CH:20]=[C:19]([F:21])[CH:18]=[C:17]([F:22])[CH:16]=3)[CH2:12]O)[CH2:10][C:4]=2[CH:3]=1.C1(P(C2C=CC=CC=2)C2C=CC=CC=2)C=CC=CC=1.[C:43]1(=[O:53])[NH:47][C:46](=[O:48])[C:45]2=[CH:49][CH:50]=[CH:51][CH:52]=[C:44]12.N(C(OCC)=O)=NC(OCC)=O. The catalyst is O1CCCC1. The product is [Cl:1][C:2]1[N:7]=[CH:6][C:5]2[C:8](=[O:23])[N:9]([C@@H:11]([CH2:14][C:15]3[CH:20]=[C:19]([F:21])[CH:18]=[C:17]([F:22])[CH:16]=3)[CH2:12][N:47]3[C:43](=[O:53])[C:44]4[C:45](=[CH:49][CH:50]=[CH:51][CH:52]=4)[C:46]3=[O:48])[CH2:10][C:4]=2[CH:3]=1. The yield is 0.767.